This data is from Full USPTO retrosynthesis dataset with 1.9M reactions from patents (1976-2016). The task is: Predict the reactants needed to synthesize the given product. (1) Given the product [Si:10]([O:9][C@H:5]1[CH2:6][O:7][CH2:8][C@H:4]1[NH2:1])([C:13]([CH3:16])([CH3:15])[CH3:14])([CH3:12])[CH3:11], predict the reactants needed to synthesize it. The reactants are: [N:1]([C@@H:4]1[CH2:8][O:7][CH2:6][C@@H:5]1[O:9][Si:10]([C:13]([CH3:16])([CH3:15])[CH3:14])([CH3:12])[CH3:11])=[N+]=[N-]. (2) Given the product [CH3:32][O:33][C@@H:34]([CH3:37])[CH2:35][O:12][C:6]1[CH:5]=[C:4]2[C:9]([CH:10]=[CH:11][C:2]([CH3:1])=[N:3]2)=[CH:8][CH:7]=1, predict the reactants needed to synthesize it. The reactants are: [CH3:1][C:2]1[CH:11]=[CH:10][C:9]2[C:4](=[CH:5][C:6]([OH:12])=[CH:7][CH:8]=2)[N:3]=1.C1C=CC(P(C2C=CC=CC=2)C2C=CC=CC=2)=CC=1.[CH3:32][O:33][C@@H:34]([CH3:37])[CH2:35]O.N(C(OC(C)C)=O)=NC(OC(C)C)=O.Cl. (3) Given the product [C:1]([C:4]1[CH:8]=[C:7]([CH3:9])[N:6]([CH2:10][CH2:11][S:32][C:33]2[N:37]([CH3:38])[N:36]=[N:35][N:34]=2)[N:5]=1)(=[O:3])[CH3:2], predict the reactants needed to synthesize it. The reactants are: [C:1]([C:4]1[CH:8]=[C:7]([CH3:9])[N:6]([CH2:10][CH2:11]O)[N:5]=1)(=[O:3])[CH3:2].C1(P(C2C=CC=CC=2)C2C=CC=CC=2)C=CC=CC=1.[SH:32][C:33]1[N:37]([CH3:38])[N:36]=[N:35][N:34]=1.CCOC(/N=N/C(OCC)=O)=O. (4) Given the product [Cl:2][C:3]1[C:4]([CH2:9][NH:10][C:18](=[O:20])[CH3:19])=[N:5][CH:6]=[CH:7][N:8]=1, predict the reactants needed to synthesize it. The reactants are: Cl.[Cl:2][C:3]1[C:4]([CH2:9][NH2:10])=[N:5][CH:6]=[CH:7][N:8]=1.C(N(CC)CC)C.[C:18](OC(=O)C)(=[O:20])[CH3:19]. (5) Given the product [CH2:1]([O:3][C:4]([C:6]1[N:7]([C:32]2[CH:33]=[N:34][C:29]([O:28][CH:25]([CH3:27])[CH3:26])=[CH:30][CH:31]=2)[C:8]2[C:13]([CH:14]=1)=[CH:12][C:11]([C:15]1[CH:20]=[CH:19][C:18]([C:21]([F:23])([F:24])[F:22])=[CH:17][N:16]=1)=[CH:10][CH:9]=2)=[O:5])[CH3:2], predict the reactants needed to synthesize it. The reactants are: [CH2:1]([O:3][C:4]([C:6]1[NH:7][C:8]2[C:13]([CH:14]=1)=[CH:12][C:11]([C:15]1[CH:20]=[CH:19][C:18]([C:21]([F:24])([F:23])[F:22])=[CH:17][N:16]=1)=[CH:10][CH:9]=2)=[O:5])[CH3:2].[CH:25]([O:28][C:29]1[N:34]=[CH:33][C:32](B(O)O)=[CH:31][CH:30]=1)([CH3:27])[CH3:26]. (6) Given the product [NH2:5][C:4]1[C:3]2[C:2](=[CH:9][C:8]([O:10][CH3:11])=[C:7]([O:12][CH2:13][C:14]3[CH:19]=[CH:18][CH:17]=[CH:16][CH:15]=3)[CH:6]=2)[N:1]=[C:21]([OH:20])[N:22]=1, predict the reactants needed to synthesize it. The reactants are: [NH2:1][C:2]1[CH:9]=[C:8]([O:10][CH3:11])[C:7]([O:12][CH2:13][C:14]2[CH:19]=[CH:18][CH:17]=[CH:16][CH:15]=2)=[CH:6][C:3]=1[C:4]#[N:5].[O-:20][C:21]#[N:22].[Na+].FC(F)(F)C(O)=O.O.